Dataset: Full USPTO retrosynthesis dataset with 1.9M reactions from patents (1976-2016). Task: Predict the reactants needed to synthesize the given product. (1) Given the product [N+:21]([C:12]1[CH:11]=[CH:10][C:8]2[C:9]3[CH:1]=[CH:2][CH:3]=[CH:4][C:5]=3[S:6](=[O:15])(=[O:14])[C:7]=2[CH:13]=1)([O-:23])=[O:22], predict the reactants needed to synthesize it. The reactants are: [CH:1]1[C:9]2[C:8]3[CH:10]=[CH:11][CH:12]=[CH:13][C:7]=3[S:6](=[O:15])(=[O:14])[C:5]=2[CH:4]=[CH:3][CH:2]=1.S(=O)(=O)(O)O.[N+:21]([O-])([OH:23])=[O:22]. (2) Given the product [NH2:1][C:2]1[N:3]([C:17]2[CH:18]=[C:19]([C:23]3[CH:28]=[CH:27][CH:26]=[CH:25][CH:24]=3)[CH:20]=[CH:21][CH:22]=2)[CH:4]=[C:5]([OH:9])[C:6](=[O:8])[CH:7]=1, predict the reactants needed to synthesize it. The reactants are: [NH2:1][C:2]1[N:3]([C:17]2[CH:18]=[C:19]([C:23]3[CH:28]=[CH:27][CH:26]=[CH:25][CH:24]=3)[CH:20]=[CH:21][CH:22]=2)[CH:4]=[C:5]([O:9]CC2C=CC=CC=2)[C:6](=[O:8])[CH:7]=1. (3) Given the product [CH3:1][O:2][C:3]1[CH:8]=[CH:7][C:6]([C:9]2[CH:10]=[C:11]([CH3:16])[C:12](=[O:15])[NH:13][N:14]=2)=[CH:5][CH:4]=1, predict the reactants needed to synthesize it. The reactants are: [CH3:1][O:2][C:3]1[CH:8]=[CH:7][C:6]([C:9]2[CH2:10][CH:11]([CH3:16])[C:12](=[O:15])[NH:13][N:14]=2)=[CH:5][CH:4]=1.CI.C([O-])([O-])=O.[Cs+].[Cs+].